Dataset: Full USPTO retrosynthesis dataset with 1.9M reactions from patents (1976-2016). Task: Predict the reactants needed to synthesize the given product. (1) Given the product [OH:16][C:4]12[CH2:8][CH:9]([CH3:12])[CH2:10][CH2:11][C:3]1=[C:2]([CH3:1])[C:6](=[O:7])[O:5]2, predict the reactants needed to synthesize it. The reactants are: [CH3:1][CH:2]1[C:6](=[O:7])[O:5][C:4]2[CH2:8][C@H:9]([CH3:12])[CH2:10][CH2:11][C:3]1=2.CC1C2CCC(C)CC=2[O:16]C=1. (2) Given the product [Cl:12][C:13]1[CH:21]=[CH:20][C:16]([CH2:17][O:18][N:19]=[C:9]([C:6]2[CH:7]=[CH:8][C:3]([CH2:2][OH:1])=[CH:4][CH:5]=2)[CH3:10])=[CH:15][C:14]=1[C:22]([F:23])([F:24])[F:25], predict the reactants needed to synthesize it. The reactants are: [OH:1][CH2:2][C:3]1[CH:8]=[CH:7][C:6]([C:9](=O)[CH3:10])=[CH:5][CH:4]=1.[Cl:12][C:13]1[CH:21]=[CH:20][C:16]([CH2:17][O:18][NH2:19])=[CH:15][C:14]=1[C:22]([F:25])([F:24])[F:23].C(O)(=O)C.